Dataset: Full USPTO retrosynthesis dataset with 1.9M reactions from patents (1976-2016). Task: Predict the reactants needed to synthesize the given product. (1) Given the product [F:28][CH:27]([F:29])[O:17][C:14]1[CH:15]=[C:16]2[C:11]([CH:10]=[CH:9][C:8](=[O:18])[N:7]2[CH2:6][CH:2]2[O:1][CH2:5][CH2:4][O:3]2)=[N:12][CH:13]=1, predict the reactants needed to synthesize it. The reactants are: [O:1]1[CH2:5][CH2:4][O:3][CH:2]1[CH2:6][N:7]1[C:16]2[C:11](=[N:12][CH:13]=[C:14]([OH:17])[CH:15]=2)[CH:10]=[CH:9][C:8]1=[O:18].[OH-].[Na+].CN(C)C=O.Cl[CH:27]([F:29])[F:28]. (2) Given the product [CH2:42]([O:41][C:39](=[O:40])[O:20][C:18]1[C:17]2[C:16](=[O:21])[N:15]([CH2:22][C:23]3[CH:28]=[CH:27][C:26]([F:29])=[CH:25][CH:24]=3)[C:14](=[O:30])[C:13]=2[C:12]([OH:31])=[C:11]2[C:19]=1[N:8]([CH2:1][C:2]1[CH:7]=[CH:6][CH:5]=[CH:4][CH:3]=1)[CH:9]=[N:10]2)[CH3:43], predict the reactants needed to synthesize it. The reactants are: [CH2:1]([N:8]1[C:19]2[C:11](=[C:12]([OH:31])[C:13]3[C:14](=[O:30])[N:15]([CH2:22][C:23]4[CH:28]=[CH:27][C:26]([F:29])=[CH:25][CH:24]=4)[C:16](=[O:21])[C:17]=3[C:18]=2[OH:20])[N:10]=[CH:9]1)[C:2]1[CH:7]=[CH:6][CH:5]=[CH:4][CH:3]=1.N1C=CC=CC=1.Cl[C:39]([O:41][CH2:42][CH3:43])=[O:40].